This data is from Reaction yield outcomes from USPTO patents with 853,638 reactions. The task is: Predict the reaction yield, written as a fraction of the theoretical maximum amount of product (1.0 means a 100% yield; for example, 0.34 means a 34% yield). The reactants are COC(C1N(CC=O)C=C(C(=O)NCC2C=CC(F)=CC=2)C(=O)C=1OCC1C=CC=CC=1)=O.Cl.Cl.N[C@@H](C)CCNCC(C)C.[F:46][C:47]1[CH:52]=[CH:51][C:50]([CH2:53][NH:54][C:55]([C:57]2[C:58](=[O:85])[C:59]([O:77]CC3C=CC=CC=3)=[C:60]3[C:74](=[O:75])[N:64]4[C@@H:65]([CH3:73])[CH2:66][CH2:67][N:68]([CH2:69][CH:70]([CH3:72])[CH3:71])[C@@H:63]4[CH2:62][N:61]3[CH:76]=2)=[O:56])=[CH:49][CH:48]=1. No catalyst specified. The product is [F:46][C:47]1[CH:52]=[CH:51][C:50]([CH2:53][NH:54][C:55]([C:57]2[C:58](=[O:85])[C:59]([OH:77])=[C:60]3[C:74](=[O:75])[N:64]4[C@@H:65]([CH3:73])[CH2:66][CH2:67][N:68]([CH2:69][CH:70]([CH3:71])[CH3:72])[C@@H:63]4[CH2:62][N:61]3[CH:76]=2)=[O:56])=[CH:49][CH:48]=1. The yield is 0.680.